The task is: Predict the reaction yield, written as a fraction of the theoretical maximum amount of product (1.0 means a 100% yield; for example, 0.34 means a 34% yield).. This data is from Reaction yield outcomes from USPTO patents with 853,638 reactions. (1) The reactants are [OH:1][C:2]1[CH:11]=[C:10]2[C:5]([C:6]([O:12][C:13]3[CH:14]=[C:15]4[C:19](=[CH:20][CH:21]=3)[NH:18][CH:17]=[C:16]4[CH3:22])=[N:7][CH:8]=[N:9]2)=[CH:4][C:3]=1[O:23][CH3:24].C(=O)([O-])[O-].[K+].[K+].CC1C=CC(S(O[CH2:42][C@@H:43]2[O:45][CH2:44]2)(=O)=O)=CC=1. The catalyst is CN(C=O)C. The product is [CH3:24][O:23][C:3]1[CH:4]=[C:5]2[C:10](=[CH:11][C:2]=1[O:1][CH2:42][C@H:43]1[CH2:44][O:45]1)[N:9]=[CH:8][N:7]=[C:6]2[O:12][C:13]1[CH:14]=[C:15]2[C:19](=[CH:20][CH:21]=1)[NH:18][CH:17]=[C:16]2[CH3:22]. The yield is 0.530. (2) The reactants are N[C:2]1C=C(Br)C=CC=1C(OC)=O.[Br:13][C:14]1[CH:22]=[CH:21][C:17]([C:18]([OH:20])=[O:19])=[C:16]([N+:23]([O-:25])=[O:24])[CH:15]=1.N12CCCN=C1CCCCC2.IC. The catalyst is CN(C=O)C.O. The product is [Br:13][C:14]1[CH:22]=[CH:21][C:17]([C:18]([O:20][CH3:2])=[O:19])=[C:16]([N+:23]([O-:25])=[O:24])[CH:15]=1. The yield is 0.900. (3) The reactants are [H-].[H-].[H-].[H-].[Li+].[Al+3].[C:7]([NH:11][C:12]1[C:17]([C:18](OCC)=[O:19])=[CH:16][N:15]=[C:14]([Cl:23])[CH:13]=1)([CH3:10])([CH3:9])[CH3:8]. The catalyst is C1COCC1. The product is [C:7]([NH:11][C:12]1[CH:13]=[C:14]([Cl:23])[N:15]=[CH:16][C:17]=1[CH2:18][OH:19])([CH3:10])([CH3:8])[CH3:9]. The yield is 0.862. (4) The reactants are Br[C:2]1[C:10]2[C:5](=[CH:6][CH:7]=[C:8]([C:11]#[N:12])[CH:9]=2)[N:4]([CH:13]2[CH2:18][CH2:17][CH2:16][CH2:15][O:14]2)[N:3]=1.[CH3:19][O:20][C:21]1[CH:26]=[CH:25][C:24](B(O)O)=[CH:23][CH:22]=1.[O-]P([O-])([O-])=O.[K+].[K+].[K+]. The catalyst is COCCOC.CCOC(C)=O.C1C=CC(P(C2C=CC=CC=2)[C-]2C=CC=C2)=CC=1.C1C=CC(P(C2C=CC=CC=2)[C-]2C=CC=C2)=CC=1.Cl[Pd]Cl.[Fe+2]. The product is [CH3:19][O:20][C:21]1[CH:26]=[CH:25][C:24]([C:2]2[C:10]3[C:5](=[CH:6][CH:7]=[C:8]([C:11]#[N:12])[CH:9]=3)[N:4]([CH:13]3[CH2:18][CH2:17][CH2:16][CH2:15][O:14]3)[N:3]=2)=[CH:23][CH:22]=1. The yield is 0.730. (5) The reactants are C(O)=O.[Cl:4][C:5]1[CH:10]=[CH:9][C:8]([C:11]2[C:15]3[CH2:16][N:17]([S:20]([CH3:23])(=[O:22])=[O:21])[CH2:18][CH2:19][C:14]=3[N:13]([CH2:24][CH2:25][CH2:26][N:27]3[CH2:32][CH2:31][O:30][CH2:29][CH2:28]3)[N:12]=2)=[CH:7][C:6]=1[C:33]#[C:34][C:35]1[CH:40]=[CH:39][C:38]([O:41][C:42]2[CH:47]=[CH:46][C:45](I)=[CH:44][CH:43]=2)=[CH:37][CH:36]=1.C1C=CC(P(C2C=CC=CC=2)C2C=CC=CC=2)=CC=1.C([O-])(O)=O.[Na+]. The catalyst is CN(C=O)C.CC([O-])=O.CC([O-])=O.[Pd+2]. The product is [Cl:4][C:5]1[CH:10]=[CH:9][C:8]([C:11]2[C:15]3[CH2:16][N:17]([S:20]([CH3:23])(=[O:22])=[O:21])[CH2:18][CH2:19][C:14]=3[N:13]([CH2:24][CH2:25][CH2:26][N:27]3[CH2:32][CH2:31][O:30][CH2:29][CH2:28]3)[N:12]=2)=[CH:7][C:6]=1[C:33]#[C:34][C:35]1[CH:36]=[CH:37][C:38]([O:41][C:42]2[CH:43]=[CH:44][CH:45]=[CH:46][CH:47]=2)=[CH:39][CH:40]=1. The yield is 0.520. (6) The product is [S:12]([N:9]1[C:6]2=[N:7][CH:8]=[C:3]([NH:1][NH:2][C:35]([C@@H:32]3[CH2:33][CH2:34][C@H:30]([NH:29][C:27](=[O:28])[O:26][C:22]([CH3:24])([CH3:23])[CH3:25])[CH2:31]3)=[O:36])[N:4]=[C:5]2[CH:11]=[CH:10]1)([C:15]1[CH:21]=[CH:20][C:18]([CH3:19])=[CH:17][CH:16]=1)(=[O:13])=[O:14]. The catalyst is C(Cl)Cl. The reactants are [NH:1]([C:3]1[N:4]=[C:5]2[CH:11]=[CH:10][N:9]([S:12]([C:15]3[CH:21]=[CH:20][C:18]([CH3:19])=[CH:17][CH:16]=3)(=[O:14])=[O:13])[C:6]2=[N:7][CH:8]=1)[NH2:2].[C:22]([O:26][C:27]([NH:29][C@H:30]1[CH2:34][CH2:33][C@@H:32]([C:35](O)=[O:36])[CH2:31]1)=[O:28])([CH3:25])([CH3:24])[CH3:23].CCN=C=NCCCN(C)C.Cl.O. The yield is 0.970. (7) The reactants are [OH:1][C:2]1[CH:7]=[CH:6][C:5]([NH:8][C:9]([C:11]2([C:14]([NH:16][C:17]3[CH:22]=[CH:21][C:20]([F:23])=[CH:19][CH:18]=3)=[O:15])[CH2:13][CH2:12]2)=[O:10])=[CH:4][CH:3]=1.[CH3:24][O:25][C:26]1[CH:27]=[C:28]2[C:33](=[CH:34][C:35]=1[O:36][CH3:37])[N:32]=[CH:31][CH:30]=[C:29]2OS(C(F)(F)F)(=O)=O. The catalyst is N1C(C)=CC=CC=1C. The product is [CH3:24][O:25][C:26]1[CH:27]=[C:28]2[C:33](=[CH:34][C:35]=1[O:36][CH3:37])[N:32]=[CH:31][CH:30]=[C:29]2[O:1][C:2]1[CH:7]=[CH:6][C:5]([NH:8][C:9]([C:11]2([C:14]([NH:16][C:17]3[CH:18]=[CH:19][C:20]([F:23])=[CH:21][CH:22]=3)=[O:15])[CH2:13][CH2:12]2)=[O:10])=[CH:4][CH:3]=1. The yield is 0.440. (8) The reactants are [CH3:1][S:2]([C:5]1[S:9][C:8]([C:10]2[CH:18]=[CH:17][C:13]([C:14]([OH:16])=O)=[CH:12][CH:11]=2)=[CH:7][CH:6]=1)(=[O:4])=[O:3].[Li].CCN=C=NCCCN(C)C.Cl.C1C=CC2N(O)N=NC=2C=1.CCN(C(C)C)C(C)C.[NH:51]1[CH2:55][CH2:54][CH2:53][C@H:52]1[CH2:56][N:57]1[CH2:61][CH2:60][CH2:59][CH2:58]1. The catalyst is CN(C=O)C.ClCCl. The product is [CH3:1][S:2]([C:5]1[S:9][C:8]([C:10]2[CH:11]=[CH:12][C:13]([C:14]([N:51]3[CH2:55][CH2:54][CH2:53][C@H:52]3[CH2:56][N:57]3[CH2:61][CH2:60][CH2:59][CH2:58]3)=[O:16])=[CH:17][CH:18]=2)=[CH:7][CH:6]=1)(=[O:3])=[O:4]. The yield is 0.570. (9) The catalyst is CN(C=O)C.O.C(OCC)(=O)C. The yield is 0.540. The reactants are [CH3:1][O:2][C:3]([C:5]1[CH:13]=[C:12]2[C:8]([CH:9]=[CH:10][NH:11]2)=[CH:7][CH:6]=1)=[O:4].[CH3:14][O:15][C:16]1[CH:23]=[CH:22][C:19]([CH2:20]Br)=[CH:18][CH:17]=1.[H-].[Na+]. The product is [CH3:1][O:2][C:3]([C:5]1[CH:13]=[C:12]2[C:8]([CH:9]=[CH:10][N:11]2[CH2:20][C:19]2[CH:22]=[CH:23][C:16]([O:15][CH3:14])=[CH:17][CH:18]=2)=[CH:7][CH:6]=1)=[O:4]. (10) The reactants are C(Cl)(=O)C([Cl:4])=O.[CH3:7][N:8]1[C:17]2[C:12](=[CH:13][C:14]([S:18]([OH:21])(=O)=[O:19])=[CH:15][CH:16]=2)[CH2:11][CH2:10][CH2:9]1. The catalyst is ClCCl.CN(C)C=O.O. The product is [CH3:7][N:8]1[C:17]2[C:12](=[CH:13][C:14]([S:18]([Cl:4])(=[O:21])=[O:19])=[CH:15][CH:16]=2)[CH2:11][CH2:10][CH2:9]1. The yield is 0.200.